This data is from Peptide-MHC class I binding affinity with 185,985 pairs from IEDB/IMGT. The task is: Regression. Given a peptide amino acid sequence and an MHC pseudo amino acid sequence, predict their binding affinity value. This is MHC class I binding data. (1) The peptide sequence is FLGTSISGV. The MHC is HLA-A02:02 with pseudo-sequence HLA-A02:02. The binding affinity (normalized) is 0.995. (2) The peptide sequence is RQFPNAFEF. The MHC is Mamu-B3901 with pseudo-sequence Mamu-B3901. The binding affinity (normalized) is 0.604.